This data is from Full USPTO retrosynthesis dataset with 1.9M reactions from patents (1976-2016). The task is: Predict the reactants needed to synthesize the given product. (1) Given the product [Br:12][CH2:13][CH2:14][CH2:15][CH2:16][C:2]1[CH:6]=[CH:5][S:4][CH:3]=1, predict the reactants needed to synthesize it. The reactants are: Br[C:2]1[CH:6]=[CH:5][S:4][CH:3]=1.[Li]CCCC.[Br:12][CH2:13][CH2:14][CH2:15][CH2:16]Br. (2) Given the product [Cl:1][C:2]1[CH:3]=[C:4]([CH2:9][S:10]([C:13]2[CH:14]=[C:15]3[C:19](=[CH:20][CH:21]=2)[NH:18][C:17](=[O:22])/[C:16]/3=[CH:23]\[C:25]2[NH:29][C:28]([CH3:30])=[C:27]([C:31]([OH:33])=[O:32])[C:26]=2[CH3:34])(=[O:12])=[O:11])[CH:5]=[C:6]([Cl:8])[CH:7]=1, predict the reactants needed to synthesize it. The reactants are: [Cl:1][C:2]1[CH:3]=[C:4]([CH2:9][S:10]([C:13]2[CH:14]=[C:15]3[C:19](=[CH:20][CH:21]=2)[NH:18][C:17](=[O:22])[CH2:16]3)(=[O:12])=[O:11])[CH:5]=[C:6]([Cl:8])[CH:7]=1.[CH:23]([C:25]1[NH:29][C:28]([CH3:30])=[C:27]([C:31]([OH:33])=[O:32])[C:26]=1[CH3:34])=O.N1CCCCC1. (3) Given the product [F:1][C:2]1[CH:7]=[CH:6][C:5]([C@H:8]([NH:10][C:11](=[O:39])[C:12]2[CH:17]=[C:16]([N:18]([CH3:23])[S:19]([CH3:22])(=[O:21])=[O:20])[CH:15]=[C:14]([C:24]3[O:25][C:26]([C:29]([NH2:40])([CH3:37])[CH2:30][C:31]4[CH:32]=[CH:33][CH:34]=[CH:35][CH:36]=4)=[CH:27][CH:28]=3)[CH:13]=2)[CH3:9])=[CH:4][CH:3]=1, predict the reactants needed to synthesize it. The reactants are: [F:1][C:2]1[CH:7]=[CH:6][C:5]([C@H:8]([NH:10][C:11](=[O:39])[C:12]2[CH:17]=[C:16]([N:18]([CH3:23])[S:19]([CH3:22])(=[O:21])=[O:20])[CH:15]=[C:14]([C:24]3[O:25][C:26]([C:29](O)([CH3:37])[CH2:30][C:31]4[CH:36]=[CH:35][CH:34]=[CH:33][CH:32]=4)=[CH:27][CH:28]=3)[CH:13]=2)[CH3:9])=[CH:4][CH:3]=1.[N-:40]=[N+]=[N-].[Na+].C(O)(C(F)(F)F)=O. (4) Given the product [S:1]1[CH:5]=[C:4]([C:6]2[CH:7]=[CH:8][C:9]([CH2:10][OH:11])=[CH:12][CH:13]=2)[N:3]=[CH:2]1, predict the reactants needed to synthesize it. The reactants are: [S:1]1[CH:5]=[C:4]([C:6]2[CH:13]=[CH:12][C:9]([CH:10]=[O:11])=[CH:8][CH:7]=2)[N:3]=[CH:2]1.S1C=CN=C1C1C=CC(C=O)=CC=1. (5) Given the product [CH3:1][O:2][C:3](=[O:26])[CH2:4][CH2:5][CH2:6][CH2:7][CH2:8][CH2:9][N:10]1[C@@H:14]([CH2:15][O:16][C:17](=[O:24])[NH:18][CH2:19][CH2:20][CH2:21][CH2:22][CH3:23])[CH2:13][CH2:12][C:11]1=[O:25], predict the reactants needed to synthesize it. The reactants are: [CH3:1][O:2][C:3](=[O:26])[CH2:4][CH2:5][CH2:6]/[CH:7]=[CH:8]\[CH2:9][N:10]1[C@@H:14]([CH2:15][O:16][C:17](=[O:24])[NH:18][CH2:19][CH2:20][CH2:21][CH2:22][CH3:23])[CH2:13][CH2:12][C:11]1=[O:25].